The task is: Predict the reaction yield, written as a fraction of the theoretical maximum amount of product (1.0 means a 100% yield; for example, 0.34 means a 34% yield).. This data is from Reaction yield outcomes from USPTO patents with 853,638 reactions. (1) The reactants are [NH:1]1[CH2:6][CH2:5][CH:4]([NH:7][C:8]2[C:9]3[C:16]4[CH2:17][CH2:18][CH2:19][CH2:20][C:15]=4[S:14][C:10]=3[N:11]=[CH:12][N:13]=2)[CH2:3][CH2:2]1.[F:21][C:22]1[CH:23]=[C:24]([CH2:28][C:29](C2C=CC=CC=2)=O)[CH:25]=[CH:26][CH:27]=1.[C-:37]#[N:38].C([Al+]CC)C.C1(C)C=CC=CC=1. The catalyst is C(Cl)Cl.CC(C)[O-].[Ti+4].CC(C)[O-].CC(C)[O-].CC(C)[O-]. The product is [F:21][C:22]1[CH:23]=[C:24]([C:28]([N:1]2[CH2:2][CH2:3][CH:4]([NH:7][C:8]3[C:9]4[C:16]5[CH2:17][CH2:18][CH2:19][CH2:20][C:15]=5[S:14][C:10]=4[N:11]=[CH:12][N:13]=3)[CH2:5][CH2:6]2)([CH3:29])[C:37]#[N:38])[CH:25]=[CH:26][CH:27]=1. The yield is 1.00. (2) The reactants are [Cl:1][C:2]1[CH:3]=[N:4][CH:5]=[C:6]([Cl:22])[C:7]=1[CH2:8][CH:9]([C:11]1[CH:16]=[CH:15][C:14]([O:17][CH3:18])=[C:13]([O:19][CH2:20][CH3:21])[CH:12]=1)O.C1C=CC(P(C2C=CC=CC=2)C2C=CC=CC=2)=CC=1.P([N:58]=[N+]=[N-])(OC1C=CC=CC=1)(OC1C=CC=CC=1)=O.C[O:62][C:63](=O)[C:64]1[C:69]([NH:70][C:71]([CH:73]2[CH2:75][CH2:74]2)=[O:72])=[CH:68][CH:67]=[CH:66][C:65]=1[CH2:76]Br.C(N(CC)CC)C. The catalyst is CN(C=O)C.O. The product is [Cl:1][C:2]1[CH:3]=[N:4][CH:5]=[C:6]([Cl:22])[C:7]=1[CH2:8][CH:9]([N:58]1[C:63](=[O:62])[C:64]2[C:65](=[CH:66][CH:67]=[CH:68][C:69]=2[NH:70][C:71]([CH:73]2[CH2:75][CH2:74]2)=[O:72])[CH2:76]1)[C:11]1[CH:16]=[CH:15][C:14]([O:17][CH3:18])=[C:13]([O:19][CH2:20][CH3:21])[CH:12]=1. The yield is 0.160. (3) The reactants are O.[CH3:2][O:3][C:4]1[CH:9]=[C:8]([N+:10]([O-:12])=[O:11])[CH:7]=[CH:6][C:5]=1[O-:13].[K+].Cl[CH2:16][CH2:17][S:18][CH3:19]. The catalyst is CN(C=O)C.C(Cl)Cl. The product is [CH3:2][O:3][C:4]1[CH:9]=[C:8]([N+:10]([O-:12])=[O:11])[CH:7]=[CH:6][C:5]=1[O:13][CH2:16][CH2:17][S:18][CH3:19]. The yield is 0.900. (4) The reactants are Cl[C:2]1[N:7]=[C:6]([O:8][CH3:9])[CH:5]=[C:4]([O:10][CH3:11])[N:3]=1.[C:12]1([C:18]#[CH:19])[CH:17]=[CH:16][CH:15]=[CH:14][CH:13]=1.CCCCCC.C(OCC)(=O)C. The yield is 0.460. The product is [CH3:11][O:10][C:4]1[CH:5]=[C:6]([O:8][CH3:9])[N:7]=[C:2]([C:19]#[C:18][C:12]2[CH:17]=[CH:16][CH:15]=[CH:14][CH:13]=2)[N:3]=1. The catalyst is [N+](CCCC)(CCCC)(CCCC)CCCC.[I-].CN(C=O)C.Cl[Pd](Cl)([P](C1C=CC=CC=1)(C1C=CC=CC=1)C1C=CC=CC=1)[P](C1C=CC=CC=1)(C1C=CC=CC=1)C1C=CC=CC=1.[Cu]I.